From a dataset of Forward reaction prediction with 1.9M reactions from USPTO patents (1976-2016). Predict the product of the given reaction. Given the reactants Br[C:2]1[C:9]([O:10][CH2:11][CH2:12][CH2:13][Br:14])=[CH:8][CH:7]=[CH:6][C:3]=1[CH:4]=[O:5].[B:15]1([B:15]2[O:19][C:18]([CH3:21])([CH3:20])[C:17]([CH3:23])([CH3:22])[O:16]2)[O:19][C:18]([CH3:21])([CH3:20])[C:17]([CH3:23])([CH3:22])[O:16]1.CC([O-])=O.[K+], predict the reaction product. The product is: [Br:14][CH2:13][CH2:12][CH2:11][O:10][C:9]1[C:2]([B:15]2[O:19][C:18]([CH3:21])([CH3:20])[C:17]([CH3:23])([CH3:22])[O:16]2)=[C:3]([CH:6]=[CH:7][CH:8]=1)[CH:4]=[O:5].